Dataset: Microsomal clearance measurements from AstraZeneca. Task: Regression/Classification. Given a drug SMILES string, predict its absorption, distribution, metabolism, or excretion properties. Task type varies by dataset: regression for continuous measurements (e.g., permeability, clearance, half-life) or binary classification for categorical outcomes (e.g., BBB penetration, CYP inhibition). For this dataset (clearance_microsome_az), we predict log10(clearance) (log10 of the in vitro intrinsic clearance, CLint, in uL/min per mg of human liver microsomal protein, equivalently mL/min/g; values are censored to the assay range of 3 to 150, which is 0.477 to 2.18 on this log10 scale). The compound is COc1ccc(N(C(=O)c2ccccc2)C(C(=O)NC2CCCC2)c2ccccc2F)c(OC)c1. The log10(clearance) is 2.18.